From a dataset of Full USPTO retrosynthesis dataset with 1.9M reactions from patents (1976-2016). Predict the reactants needed to synthesize the given product. (1) Given the product [CH2:1]([O:5][C:6]1[N:14]=[C:13]2[C:9]([N:10]=[C:11]([O:25][CH3:26])[N:12]2[CH2:15][CH2:16][CH2:17][NH:18][CH2:19][CH2:20][CH:24]2[CH2:23][CH2:22][CH2:30][O:31]2)=[C:8]([NH2:27])[N:7]=1)[CH2:2][CH2:3][CH3:4], predict the reactants needed to synthesize it. The reactants are: [CH2:1]([O:5][C:6]1[N:14]=[C:13]2[C:9]([N:10]=[C:11]([O:25][CH3:26])[N:12]2[CH2:15][CH2:16][CH2:17][NH:18][CH2:19][CH:20]2[CH2:24][CH2:23][CH2:22]O2)=[C:8]([NH2:27])[N:7]=1)[CH2:2][CH2:3][CH3:4].FC(F)(F)[C:30](O)=[O:31].C(OC1NC(N)=C2C(N=1)=NC(OC)=N2)CCC.O1CCCC1CCN. (2) Given the product [Br:41][C:22]1[N:21]([CH2:26][C@H:27]2[CH2:32][CH2:31][C@H:30]([CH3:33])[CH2:29][CH2:28]2)[C:20]2[C:24](=[N:25][C:17]([Cl:16])=[N:18][C:19]=2[C:34]2[CH:35]=[C:36]([CH3:40])[CH:37]=[CH:38][CH:39]=2)[N:23]=1, predict the reactants needed to synthesize it. The reactants are: [Li]CCCC.CC1(C)CCCC(C)(C)N1.[Cl:16][C:17]1[N:25]=[C:24]2[C:20]([N:21]([CH2:26][C@H:27]3[CH2:32][CH2:31][C@H:30]([CH3:33])[CH2:29][CH2:28]3)[CH:22]=[N:23]2)=[C:19]([C:34]2[CH:35]=[C:36]([CH3:40])[CH:37]=[CH:38][CH:39]=2)[N:18]=1.[Br:41]N1C(C)(C)C(=O)N(Br)C1=O. (3) Given the product [Br:1][C:2]1[CH:7]=[CH:6][C:5]([NH:8][C:32](=[O:33])[CH3:31])=[CH:4][C:3]=1[S:9]([C:12]([F:13])([F:14])[F:15])(=[O:10])=[O:11], predict the reactants needed to synthesize it. The reactants are: [Br:1][C:2]1[CH:7]=[CH:6][C:5]([NH2:8])=[CH:4][C:3]=1[S:9]([C:12]([F:15])([F:14])[F:13])(=[O:11])=[O:10].BrC1C(S(C(F)(F)F)(=O)=O)=CC=CC=1N.[CH3:31][C:32](OC(C)=O)=[O:33]. (4) The reactants are: [CH3:1][C:2]1[C:7]([CH:8]([N:14]2[CH2:19][CH2:18][N:17]([CH3:20])[CH2:16][CH2:15]2)[C:9]([O:11]CC)=O)=[CH:6][CH:5]=[C:4]([CH3:21])[N:3]=1.[OH-].[K+].[F:24][C:25]([F:39])([F:38])[C:26]1[CH:27]=[C:28]([NH:36][NH2:37])[CH:29]=[C:30]([C:32]([F:35])([F:34])[F:33])[CH:31]=1.CCN(C(C)C)C(C)C.C1CN([P+](ON2N=NC3C=CC=CC2=3)(N2CCCC2)N2CCCC2)CC1.F[P-](F)(F)(F)(F)F. Given the product [F:24][C:25]([F:38])([F:39])[C:26]1[CH:27]=[C:28]([NH:36][NH:37][C:9](=[O:11])[CH:8]([C:7]2[C:2]([CH3:1])=[N:3][C:4]([CH3:21])=[CH:5][CH:6]=2)[N:14]2[CH2:15][CH2:16][N:17]([CH3:20])[CH2:18][CH2:19]2)[CH:29]=[C:30]([C:32]([F:35])([F:33])[F:34])[CH:31]=1, predict the reactants needed to synthesize it. (5) Given the product [F:28][C:2]([F:1])([F:27])[C:3]([CH2:16][C:17]1[NH:25][C:20]2=[CH:21][N:22]=[CH:23][CH:24]=[C:19]2[CH:18]=1)([OH:26])[CH2:4][C:5]([CH3:7])([C:8]1[CH:15]=[CH:14][CH:13]=[C:10]([CH2:11][N:37]2[CH2:42][CH2:41][O:40][CH2:39][CH2:38]2)[CH:9]=1)[CH3:6], predict the reactants needed to synthesize it. The reactants are: [F:1][C:2]([F:28])([F:27])[C:3]([OH:26])([CH2:16][C:17]1[NH:25][C:20]2=[CH:21][N:22]=[CH:23][CH:24]=[C:19]2[CH:18]=1)[CH2:4][C:5]([C:8]1[CH:9]=[C:10]([CH:13]=[CH:14][CH:15]=1)[CH:11]=O)([CH3:7])[CH3:6].ClC(Cl)C.C(O)(=O)C.[NH:37]1[CH2:42][CH2:41][O:40][CH2:39][CH2:38]1. (6) Given the product [F:19][C:18]([F:21])([F:20])[C:15]1[CH:16]=[CH:17][C:12]([O:11][C:8]2[CH:9]=[CH:10][C:5]([O:4][C:2]([N:33]3[CH2:32][CH2:31][N:30]([C:25]4[CH:26]=[CH:27][C:28]([Cl:29])=[C:23]([Cl:22])[CH:24]=4)[CH2:35][CH2:34]3)=[O:3])=[CH:6][CH:7]=2)=[N:13][CH:14]=1, predict the reactants needed to synthesize it. The reactants are: Cl[C:2]([O:4][C:5]1[CH:10]=[CH:9][C:8]([O:11][C:12]2[CH:17]=[CH:16][C:15]([C:18]([F:21])([F:20])[F:19])=[CH:14][N:13]=2)=[CH:7][CH:6]=1)=[O:3].[Cl:22][C:23]1[CH:24]=[C:25]([N:30]2[CH2:35][CH2:34][NH:33][CH2:32][CH2:31]2)[CH:26]=[CH:27][C:28]=1[Cl:29]. (7) Given the product [Cl:1][C:2]1[CH:7]=[CH:6][C:5]([C:8]2[N:9]=[C:10]3[CH:15]=[CH:14][CH:13]=[CH:12][N:11]3[C:16]=2[CH2:17][C:18]2[N:19]=[CH:20][N:21]=[C:22]([NH:9][CH2:8][CH2:16][N:11]([CH3:12])[CH3:10])[CH:23]=2)=[CH:4][CH:3]=1, predict the reactants needed to synthesize it. The reactants are: [Cl:1][C:2]1[CH:7]=[CH:6][C:5]([C:8]2[N:9]=[C:10]3[CH:15]=[CH:14][CH:13]=[CH:12][N:11]3[C:16]=2[CH2:17][C:18]2[CH:23]=[C:22](Cl)[N:21]=[CH:20][N:19]=2)=[CH:4][CH:3]=1. (8) The reactants are: [C:1]([O:5][C:6]([NH:8][CH:9]([C:11]([OH:13])=O)[CH3:10])=[O:7])([CH3:4])([CH3:3])[CH3:2].C(N(CC)CC)C.C(Cl)(=O)OCC(C)C.[CH2:29]([O:36][C:37]1[CH:43]=[CH:42][C:40]([NH2:41])=[C:39]([N+:44]([O-:46])=[O:45])[CH:38]=1)[C:30]1[CH:35]=[CH:34][CH:33]=[CH:32][CH:31]=1. Given the product [CH2:29]([O:36][C:37]1[CH:43]=[CH:42][C:40]([NH:41][C:11](=[O:13])[CH:9]([NH:8][C:6](=[O:7])[O:5][C:1]([CH3:2])([CH3:3])[CH3:4])[CH3:10])=[C:39]([N+:44]([O-:46])=[O:45])[CH:38]=1)[C:30]1[CH:31]=[CH:32][CH:33]=[CH:34][CH:35]=1, predict the reactants needed to synthesize it. (9) Given the product [C:21]([O:20][C:18]([NH:17][C@@:10]12[CH2:9][NH:8][CH2:16][C@H:15]1[O:14][CH2:13][CH2:12][CH2:11]2)=[O:19])([CH3:24])([CH3:22])[CH3:23], predict the reactants needed to synthesize it. The reactants are: C([N:8]1[CH2:16][C@@H:15]2[C@:10]([NH:17][C:18]([O:20][C:21]([CH3:24])([CH3:23])[CH3:22])=[O:19])([CH2:11][CH2:12][CH2:13][O:14]2)[CH2:9]1)C1C=CC=CC=1.[H][H]. (10) Given the product [N:3]1[CH:4]=[CH:5][CH:6]=[CH:7][C:2]=1[C:13]#[C:12][CH2:11][CH2:10][CH2:9][CH2:8][OH:14], predict the reactants needed to synthesize it. The reactants are: Br[C:2]1[CH:7]=[CH:6][CH:5]=[CH:4][N:3]=1.[CH2:8]([OH:14])[CH2:9][CH2:10][CH2:11][C:12]#[CH:13].